From a dataset of Reaction yield outcomes from USPTO patents with 853,638 reactions. Predict the reaction yield, written as a fraction of the theoretical maximum amount of product (1.0 means a 100% yield; for example, 0.34 means a 34% yield). (1) The reactants are [CH2:1]([O:8][C:9](=[O:23])[C@@H:10]1[CH2:14][C@H:13]([OH:15])[CH2:12][N:11]1[C:16]([O:18][C:19]([CH3:22])([CH3:21])[CH3:20])=[O:17])[C:2]1[CH:7]=[CH:6][CH:5]=[CH:4][CH:3]=1.[CH3:24][S:25](Cl)(=[O:27])=[O:26].O. The catalyst is N1C=CC=CC=1. The product is [CH2:1]([O:8][C:9](=[O:23])[C@@H:10]1[CH2:14][C@H:13]([O:15][S:25]([CH3:24])(=[O:27])=[O:26])[CH2:12][N:11]1[C:16]([O:18][C:19]([CH3:20])([CH3:22])[CH3:21])=[O:17])[C:2]1[CH:7]=[CH:6][CH:5]=[CH:4][CH:3]=1. The yield is 1.02. (2) The reactants are Cl[S:2]([CH2:5][C@H:6]([CH3:17])[C:7]([O:9][CH2:10][C:11]1[CH:16]=[CH:15][CH:14]=[CH:13][CH:12]=1)=[O:8])(=[O:4])=[O:3].[C:18]([N:25]1[CH2:30][CH2:29][NH:28][CH2:27][CH2:26]1)([O:20][C:21]([CH3:24])([CH3:23])[CH3:22])=[O:19].CCN(CC)CC. The catalyst is C(Cl)Cl. The product is [C:21]([O:20][C:18]([N:25]1[CH2:30][CH2:29][N:28]([S:2]([CH2:5][C@H:6]([CH3:17])[C:7]([O:9][CH2:10][C:11]2[CH:16]=[CH:15][CH:14]=[CH:13][CH:12]=2)=[O:8])(=[O:4])=[O:3])[CH2:27][CH2:26]1)=[O:19])([CH3:24])([CH3:22])[CH3:23]. The yield is 0.900.